This data is from Peptide-MHC class II binding affinity with 134,281 pairs from IEDB. The task is: Regression. Given a peptide amino acid sequence and an MHC pseudo amino acid sequence, predict their binding affinity value. This is MHC class II binding data. (1) The peptide sequence is EKKYFAATQFNPLAA. The MHC is HLA-DPA10103-DPB10401 with pseudo-sequence HLA-DPA10103-DPB10401. The binding affinity (normalized) is 0.874. (2) The peptide sequence is DEINTIFSDYIPYVF. The MHC is HLA-DQA10501-DQB10301 with pseudo-sequence HLA-DQA10501-DQB10301. The binding affinity (normalized) is 0.448. (3) The peptide sequence is KVFIDTIPNIMFFST. The MHC is DRB1_0701 with pseudo-sequence DRB1_0701. The binding affinity (normalized) is 0.831. (4) The peptide sequence is TLGEVWKRELNLLDK. The MHC is HLA-DQA10201-DQB10301 with pseudo-sequence HLA-DQA10201-DQB10301. The binding affinity (normalized) is 0.429. (5) The binding affinity (normalized) is 0.226. The peptide sequence is KGTSYKICTDKMFFV. The MHC is DRB4_0101 with pseudo-sequence DRB4_0103. (6) The peptide sequence is LGHRDALEDDLLNRN. The MHC is HLA-DQA10102-DQB10602 with pseudo-sequence HLA-DQA10102-DQB10602. The binding affinity (normalized) is 0.